From a dataset of Reaction yield outcomes from USPTO patents with 853,638 reactions. Predict the reaction yield, written as a fraction of the theoretical maximum amount of product (1.0 means a 100% yield; for example, 0.34 means a 34% yield). (1) The reactants are [Cl:1][C:2]1[CH:3]=[C:4]([NH:12][C:13](=[O:19])[O:14][C:15]([CH3:18])([CH3:17])[CH3:16])[C:5]2[N:6]([C:8]([CH3:11])=[N:9][N:10]=2)[N:7]=1.[H-].[Na+].[CH3:22]N(C=O)C. No catalyst specified. The product is [Cl:1][C:2]1[CH:3]=[C:4]([N:12]([CH3:22])[C:13](=[O:19])[O:14][C:15]([CH3:16])([CH3:18])[CH3:17])[C:5]2[N:6]([C:8]([CH3:11])=[N:9][N:10]=2)[N:7]=1. The yield is 0.980. (2) The reactants are [Br:1][C:2]1[CH:7]=[CH:6][C:5]([NH2:8])=[C:4](I)[CH:3]=1.[CH3:10][C:11]1([CH3:20])[CH2:16][CH2:15][C:14](B(O)O)=[CH:13][CH2:12]1.C([O-])([O-])=O.[Na+].[Na+].CCO. The catalyst is CCOC(C)=O.C1C=CC([P]([Pd]([P](C2C=CC=CC=2)(C2C=CC=CC=2)C2C=CC=CC=2)([P](C2C=CC=CC=2)(C2C=CC=CC=2)C2C=CC=CC=2)[P](C2C=CC=CC=2)(C2C=CC=CC=2)C2C=CC=CC=2)(C2C=CC=CC=2)C2C=CC=CC=2)=CC=1.C1(C)C=CC=CC=1. The product is [Br:1][C:2]1[CH:7]=[CH:6][C:5]([NH2:8])=[C:4]([C:14]2[CH2:15][CH2:16][C:11]([CH3:20])([CH3:10])[CH2:12][CH:13]=2)[CH:3]=1. The yield is 0.660. (3) The reactants are [C:1]([NH:5][C:6]1[CH:11]=[CH:10][C:9]([N+:12]([O-:14])=[O:13])=[CH:8][C:7]=1[C:15]#[C:16][Si](C)(C)C)([CH3:4])([CH3:3])[CH3:2].CCOC(C)=O. The catalyst is CN(C=O)C.[Cu]I. The product is [C:1]([N:5]1[C:6]2[C:7](=[CH:8][C:9]([N+:12]([O-:14])=[O:13])=[CH:10][CH:11]=2)[CH:15]=[CH:16]1)([CH3:4])([CH3:3])[CH3:2]. The yield is 0.930. (4) The reactants are [CH:1]12[CH2:11][CH2:10][CH:7]([CH:8]=[CH:9]1)[CH:6]1[CH:2]2[C:3](=[O:13])[O:4][C:5]1=[O:12]. The catalyst is C(OCC)(=O)C.[Pd]. The product is [CH:7]12[CH2:8][CH2:9][CH:1]([CH2:11][CH2:10]1)[CH:2]1[CH:6]2[C:5](=[O:12])[O:4][C:3]1=[O:13]. The yield is 0.720. (5) The reactants are [F:1][C:2]1[C:7]2[N:8]=[C:9](S)[O:10][C:6]=2[CH:5]=[CH:4][CH:3]=1.S(Cl)([Cl:14])=O. The catalyst is CN(C)C=O. The product is [Cl:14][C:9]1[O:10][C:6]2[CH:5]=[CH:4][CH:3]=[C:2]([F:1])[C:7]=2[N:8]=1. The yield is 0.764. (6) The reactants are Br[C:2]1[CH:7]=[CH:6][CH:5]=[C:4]([CH2:8][F:9])[N:3]=1.[CH2:10]([C:14]1[CH:23]=[N:22][C:21]2[C:16](=[CH:17][C:18]([F:25])=[C:19]([F:24])[CH:20]=2)[N:15]=1)[CH2:11][C:12]#[CH:13]. No catalyst specified. The product is [F:24][C:19]1[CH:20]=[C:21]2[C:16](=[CH:17][C:18]=1[F:25])[N:15]=[C:14]([CH2:10][CH2:11][C:12]#[C:13][C:2]1[CH:7]=[CH:6][CH:5]=[C:4]([CH2:8][F:9])[N:3]=1)[CH:23]=[N:22]2. The yield is 0.140. (7) The reactants are [CH:1]1([C:7]2[C:8]3[S:20][C:19]([C:21]([O:23]C)=[O:22])=[CH:18][C:9]=3[NH:10][C:11]=2[C:12]2[CH:17]=[CH:16][CH:15]=[CH:14][CH:13]=2)[CH2:6][CH2:5][CH2:4][CH2:3][CH2:2]1.[OH-].[Na+]. The catalyst is C1COCC1.CO. The product is [CH:1]1([C:7]2[C:8]3[S:20][C:19]([C:21]([OH:23])=[O:22])=[CH:18][C:9]=3[NH:10][C:11]=2[C:12]2[CH:13]=[CH:14][CH:15]=[CH:16][CH:17]=2)[CH2:2][CH2:3][CH2:4][CH2:5][CH2:6]1. The yield is 0.930.